Dataset: Full USPTO retrosynthesis dataset with 1.9M reactions from patents (1976-2016). Task: Predict the reactants needed to synthesize the given product. (1) Given the product [Cl:65][C:66]1[CH:74]=[CH:73][C:72]([S:75]([N:78]2[C:84](=[O:85])[CH:83]([CH2:86][C:87]3[CH:92]=[C:91]([Cl:93])[CH:90]=[CH:89][C:88]=3[O:94][CH3:95])[CH2:82][NH:81][C:80](=[O:96])[CH2:79]2)(=[O:77])=[O:76])=[CH:71][C:67]=1[C:68]([N:13]([CH2:12][CH2:11][OH:33])[CH3:14])=[O:69], predict the reactants needed to synthesize it. The reactants are: ClC1C=CC(OC)=C(C=1)CC1[C:14](=O)[N:13]([C:14]([NH:13][CH:12](CC)[C:11](NCC(OC(C)(C)C)=O)=[O:33])=O)[CH2:12][C:11](=[O:33])NC1.ClC1C=CC(OC)=C(C=1)CC1C(=O)N(C(N[C@H](CC)C(O)=O)=O)CC(=O)NC1.[Cl:65][C:66]1[CH:74]=[CH:73][C:72]([S:75]([N:78]2[C:84](=[O:85])[CH:83]([CH2:86][C:87]3[CH:92]=[C:91]([Cl:93])[CH:90]=[CH:89][C:88]=3[O:94][CH3:95])[CH2:82][NH:81][C:80](=[O:96])[CH2:79]2)(=[O:77])=[O:76])=[CH:71][C:67]=1[C:68](O)=[O:69].Cl.C(OC(=O)CN)(C)(C)C.CNCCO. (2) Given the product [Cl:1][C:2]1[C:10]([O:11][CH2:12][CH2:13][CH2:14][N:44]2[CH2:45][CH2:46][N:41]([CH3:40])[CH2:42][CH2:43]2)=[CH:9][C:8]([C:16]2[N:17]([C:32]([O:34][C:35]([CH3:38])([CH3:37])[CH3:36])=[O:33])[C:18]3[C:23]([CH:24]=2)=[CH:22][C:21]([CH2:25][N:26]2[CH2:27][CH2:28][CH2:29][CH2:30][CH2:31]2)=[CH:20][CH:19]=3)=[C:7]2[C:3]=1[CH2:4][NH:5][C:6]2=[O:39], predict the reactants needed to synthesize it. The reactants are: [Cl:1][C:2]1[C:10]([O:11][CH2:12][CH2:13][CH2:14]Cl)=[CH:9][C:8]([C:16]2[N:17]([C:32]([O:34][C:35]([CH3:38])([CH3:37])[CH3:36])=[O:33])[C:18]3[C:23]([CH:24]=2)=[CH:22][C:21]([CH2:25][N:26]2[CH2:31][CH2:30][CH2:29][CH2:28][CH2:27]2)=[CH:20][CH:19]=3)=[C:7]2[C:3]=1[CH2:4][NH:5][C:6]2=[O:39].[CH3:40][N:41]1[CH2:46][CH2:45][NH:44][CH2:43][CH2:42]1.O. (3) Given the product [F:1][C:2]1[CH:18]=[CH:17][CH:16]=[CH:15][C:3]=1[CH2:4][N:5]1[C:9]2=[N:10][CH:11]=[CH:12][CH:13]=[C:8]2[C:7]([O:14][C:20]2[CH:25]=[CH:24][C:23]([N+:26]([O-:28])=[O:27])=[CH:22][N:21]=2)=[N:6]1, predict the reactants needed to synthesize it. The reactants are: [F:1][C:2]1[CH:18]=[CH:17][CH:16]=[CH:15][C:3]=1[CH2:4][N:5]1[C:9]2=[N:10][CH:11]=[CH:12][CH:13]=[C:8]2[C:7]([OH:14])=[N:6]1.Cl[C:20]1[CH:25]=[CH:24][C:23]([N+:26]([O-:28])=[O:27])=[CH:22][N:21]=1.C([O-])([O-])=O.[K+].[K+].O. (4) Given the product [Cl:28][C:15]1[C:9]2[C:10](=[N:11][CH:12]=[C:7]([NH:6][C:4](=[O:5])[C:3]3[C:16]([F:27])=[CH:17][CH:18]=[C:19]([NH:20][S:21]([CH2:24][CH2:25][CH3:26])(=[O:23])=[O:22])[C:2]=3[F:1])[CH:8]=2)[NH:13][CH:14]=1, predict the reactants needed to synthesize it. The reactants are: [F:1][C:2]1[C:19]([NH:20][S:21]([CH2:24][CH2:25][CH3:26])(=[O:23])=[O:22])=[CH:18][CH:17]=[C:16]([F:27])[C:3]=1[C:4]([NH:6][C:7]1[CH:8]=[C:9]2[CH:15]=[CH:14][NH:13][C:10]2=[N:11][CH:12]=1)=[O:5].[Cl:28]N1C(=O)CCC1=O. (5) Given the product [CH3:17][C:18]1([CH3:24])[CH2:22][CH2:21][CH2:20]/[C:19]/1=[N:9]\[C@@H:7]([C:1]1[CH:6]=[CH:5][CH:4]=[CH:3][CH:2]=1)[CH3:8], predict the reactants needed to synthesize it. The reactants are: [C:1]1([C@H:7]([NH2:9])[CH3:8])[CH:6]=[CH:5][CH:4]=[CH:3][CH:2]=1.C(N(CC)CC)C.[CH3:17][C:18]1([CH3:24])[CH2:22][CH2:21][CH2:20][C:19]1=O.C(OCC)C. (6) The reactants are: [NH:1]1[C:10]2[C:5](=[CH:6][CH:7]=[CH:8][CH:9]=2)[CH:4]=[CH:3][C:2]1=[O:11].[H-].[Na+].FC1C=C2C(C=CC(=O)N2CCN2CCC(NCC3C=CC4OCC(=O)NC=4N=3)CC2)=CC=1.FC1C=C2C(N=CC(=O)N2[CH2:58][CH2:59][N:60]2[CH2:65][CH2:64][CH:63]([NH:66][C:67](=[O:73])[O:68][C:69]([CH3:72])([CH3:71])[CH3:70])[CH2:62][CH2:61]2)=CC=1. Given the product [O:11]=[C:2]1[CH:3]=[CH:4][C:5]2[C:10](=[CH:9][CH:8]=[CH:7][CH:6]=2)[N:1]1[CH2:58][CH2:59][N:60]1[CH2:65][CH2:64][CH:63]([NH:66][C:67](=[O:73])[O:68][C:69]([CH3:72])([CH3:71])[CH3:70])[CH2:62][CH2:61]1, predict the reactants needed to synthesize it. (7) Given the product [CH3:11][O:10][C:5]1[CH:4]=[CH:3][C:2]([C:13]2[S:12][CH:16]=[CH:15][CH:14]=2)=[CH:9][C:6]=1[CH:7]=[O:8], predict the reactants needed to synthesize it. The reactants are: Br[C:2]1[CH:3]=[CH:4][C:5]([O:10][CH3:11])=[C:6]([CH:9]=1)[CH:7]=[O:8].[S:12]1[CH:16]=[CH:15][CH:14]=[C:13]1B(O)O.